This data is from Reaction yield outcomes from USPTO patents with 853,638 reactions. The task is: Predict the reaction yield, written as a fraction of the theoretical maximum amount of product (1.0 means a 100% yield; for example, 0.34 means a 34% yield). (1) The reactants are [CH:1]([O:4][C:5]1[CH:10]=[CH:9][C:8]([OH:11])=[CH:7][CH:6]=1)([CH3:3])[CH3:2].C(=O)([O-])[O-].[K+].[K+].[Br:18][C:19]1SC(Br)=C[N:23]=1.O.[CH3:26][S:27]([CH3:29])=O. No catalyst specified. The product is [Br:18][C:19]1[N:23]=[C:26]([O:11][C:8]2[CH:9]=[CH:10][C:5]([O:4][CH:1]([CH3:3])[CH3:2])=[CH:6][CH:7]=2)[S:27][CH:29]=1. The yield is 0.990. (2) The reactants are [O:1]=[C:2]1[C:6]2([CH2:11][CH2:10][NH:9][CH2:8][CH2:7]2)[N:5]([C:12]2[CH:17]=[CH:16][CH:15]=[CH:14][CH:13]=2)[CH2:4][N:3]1[C:18]1[CH:19]=[C:20]([CH:25]=[CH:26][CH:27]=1)[C:21]([O:23][CH3:24])=[O:22].C(=O)([O-])[O-].[K+].[K+].I[CH2:35][CH2:36][CH2:37][C:38]([C:40]1[CH:45]=[CH:44][CH:43]=[CH:42][CH:41]=1)=[O:39]. The product is [O:1]=[C:2]1[C:6]2([CH2:7][CH2:8][N:9]([CH2:35][CH2:36][CH2:37][C:38](=[O:39])[C:40]3[CH:45]=[CH:44][CH:43]=[CH:42][CH:41]=3)[CH2:10][CH2:11]2)[N:5]([C:12]2[CH:13]=[CH:14][CH:15]=[CH:16][CH:17]=2)[CH2:4][N:3]1[C:18]1[CH:19]=[C:20]([CH:25]=[CH:26][CH:27]=1)[C:21]([O:23][CH3:24])=[O:22]. The catalyst is CN(C)C=O.C(OCC)(=O)C. The yield is 0.650. (3) The reactants are Cl.Cl.[CH3:3][N:4]1[C:8]2[NH:9][CH2:10][CH2:11][S:12][CH:13]([CH:14]3[CH2:19][CH2:18][NH:17][CH2:16][CH2:15]3)[C:7]=2[C:6]([C:20]2[CH:25]=[CH:24][CH:23]=[CH:22][N:21]=2)=[N:5]1.C(N(CC)C(C)C)(C)C.[C:35](Cl)(=[O:37])[CH3:36].O. The catalyst is C(Cl)Cl. The product is [CH3:3][N:4]1[C:8]2[NH:9][CH2:10][CH2:11][S:12][CH:13]([CH:14]3[CH2:19][CH2:18][N:17]([C:35](=[O:37])[CH3:36])[CH2:16][CH2:15]3)[C:7]=2[C:6]([C:20]2[CH:25]=[CH:24][CH:23]=[CH:22][N:21]=2)=[N:5]1. The yield is 0.970. (4) The catalyst is C(Cl)Cl.O. The yield is 0.510. The product is [Br:11][C:10]1([Br:13])[CH2:3][C:2]1([Br:1])[CH2:4][CH2:5][CH2:6][CH2:7][CH2:8][CH3:9]. The reactants are [Br:1][C:2]([CH2:4][CH2:5][CH2:6][CH2:7][CH2:8][CH3:9])=[CH2:3].[CH:10]([Br:13])(Br)[Br:11].[Br-].[Br-].C([N+](C)(C)CC[N+](CC1C=CC=CC=1)(C)C)C1C=CC=CC=1.[OH-].[K+].